Dataset: Full USPTO retrosynthesis dataset with 1.9M reactions from patents (1976-2016). Task: Predict the reactants needed to synthesize the given product. (1) Given the product [Br:1][C:2]1[CH:3]=[C:4]([C:8]([F:35])([S:9]([NH2:12])(=[O:10])=[O:11])[C:39]([OH:40])([CH3:41])[CH3:38])[CH:5]=[CH:6][CH:7]=1, predict the reactants needed to synthesize it. The reactants are: [Br:1][C:2]1[CH:3]=[C:4]([CH:8]([F:35])[S:9]([N:12](CC2C=CC(OC)=CC=2OC)CC2C=CC(OC)=CC=2OC)(=[O:11])=[O:10])[CH:5]=[CH:6][CH:7]=1.C[Li].[CH3:38][C:39]([CH3:41])=[O:40].FC(F)(F)C(O)=O. (2) Given the product [CH:6]([C:3]1[CH:9]=[N:10][N:11]([CH3:12])[C:4]=1[NH2:5])([CH3:8])[CH3:7], predict the reactants needed to synthesize it. The reactants are: C([CH:3]([CH:6]([CH3:8])[CH3:7])[C:4]#[N:5])=O.[CH3:9][NH:10][NH2:11].[CH2:12](O)C. (3) The reactants are: CC1(C)C(C)(C)OB([C:9]2[CH:17]=[C:16]3[C:12]([CH:13]=[N:14][NH:15]3)=[CH:11][CH:10]=2)O1.[NH2:19][C:20]1[C:29]2[C:24](=[C:25](Br)[C:26]([CH2:30][CH3:31])=[CH:27][CH:28]=2)[N:23]=[N:22][C:21]=1[C:33]([NH2:35])=[O:34]. Given the product [NH2:19][C:20]1[C:29]2[C:24](=[C:25]([C:9]3[CH:17]=[C:16]4[C:12]([CH:13]=[N:14][NH:15]4)=[CH:11][CH:10]=3)[C:26]([CH2:30][CH3:31])=[CH:27][CH:28]=2)[N:23]=[N:22][C:21]=1[C:33]([NH2:35])=[O:34], predict the reactants needed to synthesize it. (4) The reactants are: Cl[C:2]1[N:7]=[C:6]([N:8]2[CH2:13][CH2:12][O:11][CH2:10][C@@H:9]2[CH3:14])[CH:5]=[C:4]([C:15]([S:18]([C:21]2[CH:26]=[CH:25][CH:24]=[CH:23][C:22]=2[C:27]([F:30])([F:29])[F:28])(=[O:20])=[O:19])([CH3:17])[CH3:16])[N:3]=1.CC1(C)C(C)(C)OB([C:39]2[CH:45]=[CH:44][C:42]([NH2:43])=[CH:41][CH:40]=2)O1.C(=O)([O-])[O-].[Na+].[Na+].CN(C=O)C. Given the product [CH3:14][C@H:9]1[CH2:10][O:11][CH2:12][CH2:13][N:8]1[C:6]1[CH:5]=[C:4]([C:15]([S:18]([C:21]2[CH:26]=[CH:25][CH:24]=[CH:23][C:22]=2[C:27]([F:30])([F:29])[F:28])(=[O:20])=[O:19])([CH3:17])[CH3:16])[N:3]=[C:2]([C:39]2[CH:45]=[CH:44][C:42]([NH2:43])=[CH:41][CH:40]=2)[N:7]=1, predict the reactants needed to synthesize it. (5) Given the product [F:1][C:2]1[CH:22]=[CH:21][CH:20]=[CH:19][C:3]=1[CH2:4][C:5]1[N:9]2[CH:10]=[CH:11][CH:12]=[CH:13][C:8]2=[C:7]([C:14]([NH2:23])=[O:15])[N:6]=1, predict the reactants needed to synthesize it. The reactants are: [F:1][C:2]1[CH:22]=[CH:21][CH:20]=[CH:19][C:3]=1[CH2:4][C:5]1[N:9]2[CH:10]=[CH:11][CH:12]=[CH:13][C:8]2=[C:7]([C:14](OCC)=[O:15])[N:6]=1.[NH4+:23].CO. (6) Given the product [C:1]([O:5][C:6](=[O:7])[NH:8][C@@H:9]([CH2:13][C:14]1[CH:19]=[CH:18][C:17]([OH:20])=[CH:16][C:15]=1[F:21])[C:10]([N:26]1[CH2:27][CH2:28][C:24]([F:29])([F:23])[CH2:25]1)=[O:12])([CH3:2])([CH3:3])[CH3:4], predict the reactants needed to synthesize it. The reactants are: [C:1]([O:5][C:6]([NH:8][C@@H:9]([CH2:13][C:14]1[CH:19]=[CH:18][C:17]([OH:20])=[CH:16][C:15]=1[F:21])[C:10]([OH:12])=O)=[O:7])([CH3:4])([CH3:3])[CH3:2].Cl.[F:23][C:24]1([F:29])[CH2:28][CH2:27][NH:26][CH2:25]1. (7) Given the product [C:13]([NH:16][C:17]1[CH:18]=[CH:19][C:20]([C:21](=[O:23])[CH2:30][C:29]([O:28][CH2:26][CH3:27])=[O:34])=[CH:24][CH:25]=1)(=[O:15])[CH3:14], predict the reactants needed to synthesize it. The reactants are: C(N1C=CN=C1)(N1C=CN=C1)=O.[C:13]([NH:16][C:17]1[CH:25]=[CH:24][C:20]([C:21]([OH:23])=O)=[CH:19][CH:18]=1)(=[O:15])[CH3:14].[CH2:26]([O:28][C:29](=[O:34])[CH2:30]C(O)=O)[CH3:27].